This data is from Reaction yield outcomes from USPTO patents with 853,638 reactions. The task is: Predict the reaction yield, written as a fraction of the theoretical maximum amount of product (1.0 means a 100% yield; for example, 0.34 means a 34% yield). The reactants are [Br:1][C:2]1[CH:3]=[C:4]([CH:9]=[C:10]([N+:12]([O-])=O)[CH:11]=1)[C:5]([O:7][CH3:8])=[O:6].[BH4-].[Na+]. The catalyst is CO. The product is [NH2:12][C:10]1[CH:9]=[C:4]([CH:3]=[C:2]([Br:1])[CH:11]=1)[C:5]([O:7][CH3:8])=[O:6]. The yield is 0.970.